This data is from Reaction yield outcomes from USPTO patents with 853,638 reactions. The task is: Predict the reaction yield, written as a fraction of the theoretical maximum amount of product (1.0 means a 100% yield; for example, 0.34 means a 34% yield). (1) The reactants are [Br:1][C:2]1[CH:3]=[C:4]([N:13]([CH2:22][CH3:23])[C@H:14]2[CH2:19][CH2:18][C@H:17]([NH:20][CH3:21])[CH2:16][CH2:15]2)[C:5]([CH3:12])=[C:6]([CH:11]=1)[C:7]([O:9][CH3:10])=[O:8].Br[CH2:25][CH2:26][O:27][CH3:28].C([O-])([O-])=O.[K+].[K+]. The catalyst is C(#N)C.O. The product is [Br:1][C:2]1[CH:3]=[C:4]([N:13]([CH2:22][CH3:23])[C@H:14]2[CH2:19][CH2:18][C@H:17]([N:20]([CH2:25][CH2:26][O:27][CH3:28])[CH3:21])[CH2:16][CH2:15]2)[C:5]([CH3:12])=[C:6]([CH:11]=1)[C:7]([O:9][CH3:10])=[O:8]. The yield is 0.693. (2) The reactants are [Cl:1][C:2]1[C:10]([NH:11][S:12]([C:15]2[S:16][CH:17]=[CH:18][CH:19]=2)(=[O:14])=[O:13])=[C:9]2[C:5]([CH:6]=[C:7]([C:20]([O:22]CC)=[O:21])[NH:8]2)=[CH:4][CH:3]=1.[OH-].[Na+].O1CCCC1. The catalyst is CO. The product is [Cl:1][C:2]1[C:10]([NH:11][S:12]([C:15]2[S:16][CH:17]=[CH:18][CH:19]=2)(=[O:14])=[O:13])=[C:9]2[C:5]([CH:6]=[C:7]([C:20]([OH:22])=[O:21])[NH:8]2)=[CH:4][CH:3]=1. The yield is 0.950. (3) The reactants are [S:1]1[CH:5]=[CH:4][CH:3]=[C:2]1[S:6]([NH:9][C:10]1[CH:11]=[CH:12][C:13]([CH3:24])=[C:14]2[C:18]=1[NH:17][C:16]([C:19]([O:21][CH2:22][CH3:23])=[O:20])=[CH:15]2)(=[O:8])=[O:7].C(=O)([O-])[O-].[K+].[K+].[CH2:31](I)[CH3:32]. The catalyst is CN(C)C=O.C(OCC)(=O)C. The product is [CH2:31]([N:9]([S:6]([C:2]1[S:1][CH:5]=[CH:4][CH:3]=1)(=[O:7])=[O:8])[C:10]1[CH:11]=[CH:12][C:13]([CH3:24])=[C:14]2[C:18]=1[NH:17][C:16]([C:19]([O:21][CH2:22][CH3:23])=[O:20])=[CH:15]2)[CH3:32]. The yield is 0.700. (4) The reactants are [H-].[Na+].[CH:3]1([C:8]([O:10]C)=O)[CH2:7][CH2:6][CH2:5][CH2:4]1.[C:12](#[N:14])[CH3:13]. The catalyst is C1COCC1.Cl. The product is [CH:3]1([C:8](=[O:10])[CH2:13][C:12]#[N:14])[CH2:4][CH2:5][CH2:6][CH2:7]1. The yield is 0.770. (5) The reactants are [Cl:1][C:2]1[N:3]=[C:4](Cl)[C:5]2[CH2:11][O:10][CH2:9][CH:8]([C:12]3[CH:17]=[CH:16][CH:15]=[CH:14][CH:13]=3)[C:6]=2[N:7]=1.[CH3:19][NH:20][CH2:21][CH3:22]. The catalyst is CO. The product is [Cl:1][C:2]1[N:3]=[C:4]([N:20]([CH2:21][CH3:22])[CH3:19])[C:5]2[CH2:11][O:10][CH2:9][CH:8]([C:12]3[CH:17]=[CH:16][CH:15]=[CH:14][CH:13]=3)[C:6]=2[N:7]=1. The yield is 1.00. (6) The reactants are [Cl:1][C:2]1[CH:7]=[CH:6][CH:5]=[CH:4][C:3]=1[N:8]([CH3:37])[C:9]([C:11]1[N:12]=[N:13][N:14]([CH2:22][C:23]2[CH:28]=[C:27]([C:29]([F:32])([F:31])[F:30])[CH:26]=[C:25]([C:33]([F:36])([F:35])[F:34])[CH:24]=2)[C:15]=1[N:16]1[CH2:21][CH2:20][NH:19][CH2:18][CH2:17]1)=[O:10].[C:38](OC(=O)C)(=[O:40])[CH3:39].O. The catalyst is C(Cl)Cl.CN(C1C=CN=CC=1)C. The yield is 0.920. The product is [Cl:1][C:2]1[CH:7]=[CH:6][CH:5]=[CH:4][C:3]=1[N:8]([CH3:37])[C:9]([C:11]1[N:12]=[N:13][N:14]([CH2:22][C:23]2[CH:28]=[C:27]([C:29]([F:31])([F:32])[F:30])[CH:26]=[C:25]([C:33]([F:34])([F:36])[F:35])[CH:24]=2)[C:15]=1[N:16]1[CH2:21][CH2:20][N:19]([C:38](=[O:40])[CH3:39])[CH2:18][CH2:17]1)=[O:10]. (7) The reactants are [NH2:1][C:2]1[CH:3]=[N:4][CH:5]=[CH:6][C:7]=1[NH:8][CH2:9][CH:10]1[CH2:15][CH2:14][N:13]([C:16]([O:18][C:19]([CH3:22])([CH3:21])[CH3:20])=[O:17])[CH2:12][CH2:11]1.[C:23](OCC)(OCC)(OCC)[CH2:24][CH3:25]. The catalyst is CN(C=O)C.C1(C)C=CC(S(O)(=O)=O)=CC=1. The product is [C:19]([O:18][C:16]([N:13]1[CH2:12][CH2:11][CH:10]([CH2:9][N:8]2[C:7]3[CH:6]=[CH:5][N:4]=[CH:3][C:2]=3[N:1]=[C:23]2[CH2:24][CH3:25])[CH2:15][CH2:14]1)=[O:17])([CH3:22])([CH3:21])[CH3:20]. The yield is 0.0700.